Dataset: Peptide-MHC class I binding affinity with 185,985 pairs from IEDB/IMGT. Task: Regression. Given a peptide amino acid sequence and an MHC pseudo amino acid sequence, predict their binding affinity value. This is MHC class I binding data. (1) The peptide sequence is EMQLKIDKL. The MHC is HLA-A02:01 with pseudo-sequence HLA-A02:01. The binding affinity (normalized) is 0.180. (2) The peptide sequence is RARKRGITL. The MHC is HLA-B08:02 with pseudo-sequence HLA-B08:02. The binding affinity (normalized) is 0.0847. (3) The peptide sequence is KIQNFRVYY. The MHC is HLA-B58:01 with pseudo-sequence HLA-B58:01. The binding affinity (normalized) is 0.513. (4) The binding affinity (normalized) is 0. The peptide sequence is IPFIAYFVL. The MHC is H-2-Kd with pseudo-sequence H-2-Kd. (5) The peptide sequence is KLMDVVYSI. The MHC is HLA-B45:06 with pseudo-sequence HLA-B45:06. The binding affinity (normalized) is 0.213. (6) The peptide sequence is SWHHTSDDF. The MHC is HLA-A25:01 with pseudo-sequence HLA-A25:01. The binding affinity (normalized) is 0.0847. (7) The peptide sequence is PSIFLIITK. The MHC is HLA-A33:01 with pseudo-sequence HLA-A33:01. The binding affinity (normalized) is 0.141. (8) The peptide sequence is YVIKVSARW. The MHC is Patr-B0101 with pseudo-sequence Patr-B0101. The binding affinity (normalized) is 0.0556. (9) The peptide sequence is RRRLRTLVL. The MHC is HLA-B83:01 with pseudo-sequence HLA-B83:01. The binding affinity (normalized) is 0.213. (10) The peptide sequence is RQAGVQYSRA. The MHC is HLA-A02:01 with pseudo-sequence HLA-A02:01. The binding affinity (normalized) is 0.